From a dataset of Full USPTO retrosynthesis dataset with 1.9M reactions from patents (1976-2016). Predict the reactants needed to synthesize the given product. (1) Given the product [N:1]1[S:2][N:3]=[C:4]2[CH:9]=[C:8]([N:10]3[C:11]4[C:12](=[CH:15][CH:16]=[CH:17][N:18]=4)[CH:13]=[C:28]([CH2:27][CH2:26][CH2:25][C:21]4[CH:20]=[N:19][CH:24]=[CH:23][CH:22]=4)[C:29]3=[O:30])[CH:7]=[CH:6][C:5]=12, predict the reactants needed to synthesize it. The reactants are: [N:1]1[S:2][N:3]=[C:4]2[CH:9]=[C:8]([NH:10][C:11]3[N:18]=[CH:17][CH:16]=[CH:15][C:12]=3[CH:13]=O)[CH:7]=[CH:6][C:5]=12.[N:19]1[CH:24]=[CH:23][CH:22]=[C:21]([CH2:25][CH2:26][CH2:27][CH2:28][C:29](OCC)=[O:30])[CH:20]=1.[Li+].CC([N-]C(C)C)C. (2) Given the product [CH3:16][C:17]([S@:20]([NH:22][CH:13]([C:4]1[CH:5]=[N:6][C:7]([N:8]2[CH:12]=[CH:11][CH:10]=[N:9]2)=[C:2]([CH3:1])[CH:3]=1)[CH3:14])=[O:21])([CH3:19])[CH3:18], predict the reactants needed to synthesize it. The reactants are: [CH3:1][C:2]1[CH:3]=[C:4]([C:13](=O)[CH3:14])[CH:5]=[N:6][C:7]=1[N:8]1[CH:12]=[CH:11][CH:10]=[N:9]1.[CH3:16][C:17]([S@:20]([NH2:22])=[O:21])([CH3:19])[CH3:18]. (3) Given the product [CH2:23]([N:20]1[CH2:19][CH2:18][CH2:17][CH2:22][CH:21]1[NH:55][C:56]1[C:61]([C:35]2[CH:34]=[C:33]([C:30](=[O:32])[CH3:31])[CH:38]=[CH:37][CH:36]=2)=[CH:60][N:59]=[C:58]([NH:67][CH2:68][C:69]2[CH:74]=[CH:73][CH:72]=[CH:71][N:70]=2)[N:57]=1)[C:24]1[CH:25]=[CH:26][CH:27]=[CH:28][CH:29]=1, predict the reactants needed to synthesize it. The reactants are: BrC1C(N[CH:17]2[CH2:22][CH2:21][N:20]([CH2:23][C:24]3[CH:29]=[CH:28][CH:27]=[CH:26][CH:25]=3)[CH2:19][CH2:18]2)=NC(NCC2C=CN=CC=2)=NC=1.[C:30]([C:33]1[CH:34]=[C:35](B(O)O)[CH:36]=[CH:37][CH:38]=1)(=[O:32])[CH3:31].C(N1CCC([NH:55][C:56]2[C:61](C3C=CSC=3)=[CH:60][N:59]=[C:58]([NH:67][CH2:68][C:69]3[CH:74]=[CH:73][CH:72]=[CH:71][N:70]=3)[N:57]=2)CC1)C1C=CC=CC=1. (4) Given the product [C:8]([O:12][C:13](=[O:38])[C@H:14]([CH2:31][C:32]1[CH:33]=[CH:34][CH:35]=[CH:36][CH:37]=1)[NH:15][S:16]([C:19]1[CH:28]=[C:27]2[C:22]([C:23]([Cl:30])=[CH:24][N:25]=[C:26]2[NH:6][C:5]([NH2:7])=[NH:4])=[CH:21][CH:20]=1)(=[O:17])=[O:18])([CH3:11])([CH3:9])[CH3:10], predict the reactants needed to synthesize it. The reactants are: [H-].[Na+].Cl.[NH2:4][C:5]([NH2:7])=[NH:6].[C:8]([O:12][C:13](=[O:38])[C@H:14]([CH2:31][C:32]1[CH:37]=[CH:36][CH:35]=[CH:34][CH:33]=1)[NH:15][S:16]([C:19]1[CH:28]=[C:27]2[C:22]([C:23]([Cl:30])=[CH:24][N:25]=[C:26]2Cl)=[CH:21][CH:20]=1)(=[O:18])=[O:17])([CH3:11])([CH3:10])[CH3:9].